From a dataset of Forward reaction prediction with 1.9M reactions from USPTO patents (1976-2016). Predict the product of the given reaction. (1) The product is: [CH2:21]([O:9][C:10]1[CH:17]=[CH:16][C:13]([CH:14]=[O:15])=[C:12]([CH3:18])[CH:11]=1)[CH:20]=[CH2:19]. Given the reactants C(=O)([O-])[O-].[K+].[K+].[I-].[K+].[OH:9][C:10]1[CH:17]=[CH:16][C:13]([CH:14]=[O:15])=[C:12]([CH3:18])[CH:11]=1.[CH2:19](Br)[CH:20]=[CH2:21], predict the reaction product. (2) Given the reactants [CH3:1][O:2][C:3]1[C:4]([NH2:21])=[CH:5][C:6]2[CH2:12][CH2:11][N:10]([CH:13]([CH2:17][O:18][CH3:19])[CH2:14][O:15][CH3:16])[CH2:9][CH2:8][C:7]=2[CH:20]=1.[Cl:22][C:23]1[CH:24]=[CH:25][C:26]([NH:35][C:36]2[C:41]([Cl:42])=[CH:40][N:39]=[C:38](Cl)[N:37]=2)=[C:27]([S:29]([N:32]([CH3:34])[CH3:33])(=[O:31])=[O:30])[CH:28]=1, predict the reaction product. The product is: [Cl:22][C:23]1[CH:24]=[CH:25][C:26]([NH:35][C:36]2[C:41]([Cl:42])=[CH:40][N:39]=[C:38]([NH:21][C:4]3[C:3]([O:2][CH3:1])=[CH:20][C:7]4[CH2:8][CH2:9][N:10]([CH:13]([CH2:14][O:15][CH3:16])[CH2:17][O:18][CH3:19])[CH2:11][CH2:12][C:6]=4[CH:5]=3)[N:37]=2)=[C:27]([S:29]([N:32]([CH3:34])[CH3:33])(=[O:30])=[O:31])[CH:28]=1. (3) The product is: [CH2:7]([S:9]([C:12]1[CH:13]=[C:14]([C:18]2[C:23]3[C:24]4[CH:30]=[C:29]([CH3:31])[CH:28]=[N:27][C:25]=4[NH:26][C:22]=3[C:21]([NH:5][CH2:4][CH2:3][N:2]([CH3:6])[CH3:1])=[N:20][CH:19]=2)[CH:15]=[CH:16][CH:17]=1)(=[O:10])=[O:11])[CH3:8]. Given the reactants [CH3:1][N:2]([CH3:6])[CH2:3][CH2:4][NH2:5].[CH2:7]([S:9]([C:12]1[CH:13]=[C:14]([C:18]2[C:23]3[C:24]4[CH:30]=[C:29]([CH3:31])[CH:28]=[N:27][C:25]=4[NH:26][C:22]=3[C:21](NCCCN(C)C)=[N:20][CH:19]=2)[CH:15]=[CH:16][CH:17]=1)(=[O:11])=[O:10])[CH3:8], predict the reaction product. (4) The product is: [I:17][C:18]1[CH:19]=[CH:20][C:21]2[N:22]([CH:24]=[C:25]([NH:27][C:11]([C:10]3[CH:9]=[CH:8][C:7]([C:4]([CH3:5])([CH3:6])[C:3]([O:2][CH3:1])=[O:16])=[CH:15][CH:14]=3)=[O:13])[N:26]=2)[CH:23]=1. Given the reactants [CH3:1][O:2][C:3](=[O:16])[C:4]([C:7]1[CH:15]=[CH:14][C:10]([C:11]([OH:13])=O)=[CH:9][CH:8]=1)([CH3:6])[CH3:5].[I:17][C:18]1[CH:19]=[CH:20][C:21]2[N:22]([CH:24]=[C:25]([NH2:27])[N:26]=2)[CH:23]=1, predict the reaction product. (5) Given the reactants [OH:1][C:2]1[CH:11]=[C:10]2[C:5]([CH:6]=[CH:7][N:8]([C:13]3[CH:14]=[C:15]([CH:19]=[CH:20][C:21]=3[CH3:22])[C:16]([OH:18])=[O:17])[C:9]2=[O:12])=[CH:4][CH:3]=1.[I-].[Na+].C(=O)([O-])[O-].[K+].[K+].Cl.Cl[CH2:33][CH2:34][N:35]1[CH2:40][CH2:39][O:38][CH2:37][CH2:36]1.[OH-].[Na+], predict the reaction product. The product is: [CH3:22][C:21]1[CH:20]=[CH:19][C:15]([C:16]([OH:18])=[O:17])=[CH:14][C:13]=1[N:8]1[CH:7]=[CH:6][C:5]2[C:10](=[CH:11][C:2]([O:1][CH2:33][CH2:34][N:35]3[CH2:40][CH2:39][O:38][CH2:37][CH2:36]3)=[CH:3][CH:4]=2)[C:9]1=[O:12]. (6) Given the reactants [Cl:1][C:2]1[CH:26]=[N:25][C:5]2[NH:6][C:7]3[C:12]([C:4]=2[CH:3]=1)=[C:11]([C:13]1[CH:18]=[CH:17][CH:16]=[C:15]([S:19]([CH2:22][CH3:23])(=[O:21])=[O:20])[CH:14]=1)[CH:10]=[CH:9][C:8]=3[OH:24].C(S(C1C=C(C2C=C[C:44]([O:47]CCO)=[C:43]3C=2C2C=C(C)C=NC=2N3)C=CC=1)(=O)=O)C, predict the reaction product. The product is: [Cl:1][C:2]1[CH:26]=[N:25][C:5]2[NH:6][C:7]3[C:12]([C:4]=2[CH:3]=1)=[C:11]([C:13]1[CH:18]=[CH:17][CH:16]=[C:15]([S:19]([CH2:22][CH3:23])(=[O:21])=[O:20])[CH:14]=1)[CH:10]=[CH:9][C:8]=3[O:24][CH2:43][CH2:44][OH:47]. (7) Given the reactants [CH:1]([S:4]([NH:7][C:8]1[CH:13]=[CH:12][C:11]([NH:14]/[C:15](=[C:22]2\[C:23](=[O:31])[NH:24][C:25]3[C:30]\2=[CH:29][CH:28]=[CH:27][CH:26]=3)/[C:16]2[CH:21]=[CH:20][CH:19]=[CH:18][CH:17]=2)=[CH:10][CH:9]=1)(=[O:6])=[O:5])([CH3:3])[CH3:2].Cl[CH2:33][CH2:34][N:35]([CH3:37])[CH3:36].C(=O)([O-])[O-].[K+].[K+].[I-].[Na+], predict the reaction product. The product is: [CH3:36][N:35]([CH3:37])[CH2:34][CH2:33][N:7]([C:8]1[CH:9]=[CH:10][C:11]([NH:14]/[C:15](=[C:22]2\[C:23](=[O:31])[NH:24][C:25]3[C:30]\2=[CH:29][CH:28]=[CH:27][CH:26]=3)/[C:16]2[CH:21]=[CH:20][CH:19]=[CH:18][CH:17]=2)=[CH:12][CH:13]=1)[S:4]([CH:1]([CH3:3])[CH3:2])(=[O:5])=[O:6].